From a dataset of Forward reaction prediction with 1.9M reactions from USPTO patents (1976-2016). Predict the product of the given reaction. Given the reactants [Br:1][C:2]1[CH:3]=[N:4][C:5]2[N:6]([N:8]=[C:9]([C:11]([OH:13])=O)[CH:10]=2)[CH:7]=1.[CH2:14]([N:16]([CH2:28][CH3:29])[C:17]1[CH:18]=[C:19]2[C:24](=[CH:25][CH:26]=1)[CH:23]([CH3:27])[NH:22][CH2:21][CH2:20]2)[CH3:15], predict the reaction product. The product is: [Br:1][C:2]1[CH:3]=[N:4][C:5]2[N:6]([N:8]=[C:9]([C:11]([N:22]3[CH2:21][CH2:20][C:19]4[C:24](=[CH:25][CH:26]=[C:17]([N:16]([CH2:28][CH3:29])[CH2:14][CH3:15])[CH:18]=4)[CH:23]3[CH3:27])=[O:13])[CH:10]=2)[CH:7]=1.